From a dataset of Forward reaction prediction with 1.9M reactions from USPTO patents (1976-2016). Predict the product of the given reaction. Given the reactants [C:1]([NH:4][C:5]1[C:10](=[O:11])[CH2:9][CH:8]([C:12]([O:14][CH2:15][CH3:16])=[O:13])[CH2:7][C:6]=1O)(=O)[CH3:2].[CH3:18][NH2:19].C(O)(=O)C, predict the reaction product. The product is: [CH3:18][N:19]1[C:6]2[CH2:7][CH:8]([C:12]([O:14][CH2:15][CH3:16])=[O:13])[CH2:9][C:10](=[O:11])[C:5]=2[N:4]=[C:1]1[CH3:2].